This data is from Full USPTO retrosynthesis dataset with 1.9M reactions from patents (1976-2016). The task is: Predict the reactants needed to synthesize the given product. (1) Given the product [CH3:1][C:2]1[N:25]([CH3:26])[C:5]2[CH:6]=[C:7]([C:22]([NH2:28])=[O:24])[C:8]3[CH2:9][CH2:10][C:11]4([NH:20][C:21]=3[C:4]=2[N:3]=1)[CH2:19][C:18]1[C:13](=[CH:14][CH:15]=[CH:16][CH:17]=1)[CH2:12]4, predict the reactants needed to synthesize it. The reactants are: [CH3:1][C:2]1[N:25]([CH3:26])[C:5]2[CH:6]=[C:7]([C:22]([OH:24])=O)[C:8]3[CH2:9][CH2:10][C:11]4([NH:20][C:21]=3[C:4]=2[N:3]=1)[CH2:19][C:18]1[C:13](=[CH:14][CH:15]=[CH:16][CH:17]=1)[CH2:12]4.C[N:28](C(ON1N=NC2C=CC=CC1=2)=[N+](C)C)C.[B-](F)(F)(F)F.N. (2) Given the product [NH:1]1[CH:8]=[C:10]([CH3:11])[C:5](=[O:6])[NH:4][C:2]1=[O:3], predict the reactants needed to synthesize it. The reactants are: [NH:1]1[C:8](=O)N[C:5](=[O:6])[NH:4][C:2]1=[O:3].[CH2:10]1C(N2C(NC3C=C4C=CC5C=CC=C6C=CC(=C4C=56)C=3)=NC3C(N)=NC=NC2=3)O[C@H](CO)[C@H:11]1O. (3) The reactants are: [Cl:1][C:2]1[C:7]([N:8]2[C:17](=[O:18])[C:16]3[C:11](=[CH:12][CH:13]=[C:14]([F:19])[CH:15]=3)[N:10]=[C:9]2[CH3:20])=[CH:6][CH:5]=[CH:4][N:3]=1.CO[CH:23](OC)[N:24]([CH3:26])[CH3:25]. Given the product [Cl:1][C:2]1[C:7]([N:8]2[C:17](=[O:18])[C:16]3[C:11](=[CH:12][CH:13]=[C:14]([F:19])[CH:15]=3)[N:10]=[C:9]2[CH:20]=[CH:23][N:24]([CH3:26])[CH3:25])=[CH:6][CH:5]=[CH:4][N:3]=1, predict the reactants needed to synthesize it.